This data is from Full USPTO retrosynthesis dataset with 1.9M reactions from patents (1976-2016). The task is: Predict the reactants needed to synthesize the given product. Given the product [Br:30][CH2:11][CH2:12][C:13]1([OH:29])[CH2:18][CH2:17][N:16]([C:19]2[CH:24]=[C:23]([O:25][CH3:26])[C:22]([Cl:27])=[CH:21][C:20]=2[Cl:28])[CH2:15][CH2:14]1, predict the reactants needed to synthesize it. The reactants are: C1(S(O[CH2:11][CH2:12][C:13]2([OH:29])[CH2:18][CH2:17][N:16]([C:19]3[CH:24]=[C:23]([O:25][CH3:26])[C:22]([Cl:27])=[CH:21][C:20]=3[Cl:28])[CH2:15][CH2:14]2)(=O)=O)C=CC=CC=1.[Br-:30].[K+].C1OCCOCCOCCOCCOCCOC1.